This data is from Forward reaction prediction with 1.9M reactions from USPTO patents (1976-2016). The task is: Predict the product of the given reaction. Given the reactants Br.Br[CH2:3][C:4]([C:6]1[CH:7]=[N:8][N:9]([CH3:11])[CH:10]=1)=O.C([O-])(O)=O.[Na+].[CH3:17][NH:18][C:19]1[CH:24]=[CH:23][N:22]=[C:21]([NH2:25])[CH:20]=1, predict the reaction product. The product is: [CH3:17][NH:18][C:19]1[CH:24]=[CH:23][N:22]2[CH:3]=[C:4]([C:6]3[CH:7]=[N:8][N:9]([CH3:11])[CH:10]=3)[N:25]=[C:21]2[CH:20]=1.